From a dataset of Reaction yield outcomes from USPTO patents with 853,638 reactions. Predict the reaction yield, written as a fraction of the theoretical maximum amount of product (1.0 means a 100% yield; for example, 0.34 means a 34% yield). (1) The reactants are [H-].[Al+3].[Li+].[H-].[H-].[H-].[Cl:7][C:8]1[CH:13]=[C:12]([Cl:14])[CH:11]=[CH:10][C:9]=1[CH:15]([OH:36])[C:16]1[N:20]([CH2:21][CH2:22][C:23](OC)=[O:24])[C:19]2[C:27]([N:31]([CH2:34][CH3:35])[CH2:32][CH3:33])=[CH:28][CH:29]=[CH:30][C:18]=2[N:17]=1.O.O.O.O.O.O.O.O.O.O.S([O-])([O-])(=O)=O.[Na+].[Na+]. The catalyst is O1CCCC1. The product is [Cl:7][C:8]1[CH:13]=[C:12]([Cl:14])[CH:11]=[CH:10][C:9]=1[CH:15]([OH:36])[C:16]1[N:20]([CH2:21][CH2:22][CH2:23][OH:24])[C:19]2[C:27]([N:31]([CH2:32][CH3:33])[CH2:34][CH3:35])=[CH:28][CH:29]=[CH:30][C:18]=2[N:17]=1. The yield is 0.780. (2) The reactants are [Br:1][CH2:2][CH:3]([F:7])[CH2:4][CH2:5]Br.[N-:8]=[N+:9]=[N-:10].[Na+].CC(O)=O.CCN(C(C)C)C(C)C.[C:25]([O:29][C:30]([CH3:33])([CH3:32])[CH3:31])(=[O:28])[C:26]#[CH:27]. The catalyst is CN(C=O)C.O.[Cu]I.C(Cl)Cl. The product is [Br:1][CH2:2][CH:3]([F:7])[CH2:4][CH2:5][N:8]1[CH:27]=[C:26]([C:25]([O:29][C:30]([CH3:33])([CH3:32])[CH3:31])=[O:28])[N:10]=[N:9]1. The yield is 0.510. (3) The reactants are [CH:1]1([CH2:4][NH2:5])[CH2:3][CH2:2]1.C(N(CC)CC)C.Cl.[F:14][C:15]([F:49])([F:48])[C:16]1[CH:21]=[C:20]([C:22]2[CH:27]=[CH:26][C:25]([C:28]([F:31])([F:30])[F:29])=[CH:24][CH:23]=2)[N:19]=[C:18]([C:32]2[CH:37]=[CH:36][N:35]=[C:34]([C:38]3[CH:39]=[C:40]([S:44](Cl)(=[O:46])=[O:45])[CH:41]=[CH:42][CH:43]=3)[CH:33]=2)[N:17]=1. The catalyst is C1COCC1. The product is [CH:1]1([CH2:4][NH:5][S:44]([C:40]2[CH:41]=[CH:42][CH:43]=[C:38]([C:34]3[CH:33]=[C:32]([C:18]4[N:17]=[C:16]([C:15]([F:14])([F:48])[F:49])[CH:21]=[C:20]([C:22]5[CH:27]=[CH:26][C:25]([C:28]([F:31])([F:29])[F:30])=[CH:24][CH:23]=5)[N:19]=4)[CH:37]=[CH:36][N:35]=3)[CH:39]=2)(=[O:45])=[O:46])[CH2:3][CH2:2]1. The yield is 0.970. (4) The reactants are C(O)(C(F)(F)F)=O.[S:8]1[CH:12]=[CH:11][C:10]([C@H:13]2[C@H:22]3[CH2:23][CH2:24][N:25]([C:26]([O:28]C(C)(C)C)=O)[C@H:21]3[C:20]3[CH:19]=[CH:18][CH:17]=[CH:16][C:15]=3[NH:14]2)=[CH:9]1.[OH-].[Na+].[C:35]([NH:43][C@@H:44]1[CH2:48][CH2:47][CH2:46][C@@H:45]1C(O)=O)(=[O:42])[C:36]1[CH:41]=[CH:40][CH:39]=[CH:38][CH:37]=1.C(N(CC)CC)C.CCOC(OC(OCC)=O)=O. The catalyst is O. The product is [S:8]1[CH:12]=[CH:11][C:10]([C@H:13]2[C@H:22]3[CH2:23][CH2:24][N:25]([C:26]([C@H:45]4[CH2:46][CH2:47][CH2:48][C@H:44]4[NH:43][C:35](=[O:42])[C:36]4[CH:41]=[CH:40][CH:39]=[CH:38][CH:37]=4)=[O:28])[C@H:21]3[C:16]3[CH:17]=[CH:18][CH:19]=[CH:20][C:15]=3[NH:14]2)=[CH:9]1. The yield is 0.440. (5) The reactants are [CH3:1][C:2]1[N:10]=[CH:9][CH:8]=[CH:7][C:3]=1[C:4]([NH2:6])=O.C(N(CC)CC)C.FC(F)(F)C(OC(=O)C(F)(F)F)=O.O. The catalyst is C(Cl)Cl. The product is [C:4]([C:3]1[C:2]([CH3:1])=[N:10][CH:9]=[CH:8][CH:7]=1)#[N:6]. The yield is 0.750. (6) The reactants are Br[C:2]1[CH:3]=[C:4]([CH:22]=[CH:23][CH:24]=1)[CH:5]=[C:6]1[C:12]2=[N:13][CH:14]=[CH:15][CH:16]=[C:11]2[CH2:10][CH2:9][C:8]2[CH:17]=[C:18]([Cl:21])[CH:19]=[CH:20][C:7]1=2.[B:25]1([B:25]2[O:29][C:28]([CH3:31])([CH3:30])[C:27]([CH3:33])([CH3:32])[O:26]2)[O:29][C:28]([CH3:31])([CH3:30])[C:27]([CH3:33])([CH3:32])[O:26]1.CC([O-])=O.[K+].O. The catalyst is CS(C)=O.C1C=CC(P(C2C=CC=CC=2)[C-]2C=CC=C2)=CC=1.C1C=CC(P(C2C=CC=CC=2)[C-]2C=CC=C2)=CC=1.Cl[Pd]Cl.[Fe+2].C(OCC)(=O)C. The product is [Cl:21][C:18]1[CH:19]=[CH:20][C:7]2[C:6](=[CH:5][C:4]3[CH:22]=[CH:23][CH:24]=[C:2]([B:25]4[O:29][C:28]([CH3:31])([CH3:30])[C:27]([CH3:33])([CH3:32])[O:26]4)[CH:3]=3)[C:12]3=[N:13][CH:14]=[CH:15][CH:16]=[C:11]3[CH2:10][CH2:9][C:8]=2[CH:17]=1. The yield is 0.560. (7) The reactants are [NH2:1][CH:2]([C:16]1[CH:21]=[CH:20][CH:19]=[CH:18][CH:17]=1)[CH:3]1[CH2:8][CH2:7][N:6]([C:9](OC(C)(C)C)=O)[CH2:5][CH2:4]1.[H-].[H-].[H-].[H-].[Li+].[Al+3]. The catalyst is C1COCC1. The product is [CH3:9][N:6]1[CH2:7][CH2:8][CH:3]([CH:2]([C:16]2[CH:21]=[CH:20][CH:19]=[CH:18][CH:17]=2)[NH2:1])[CH2:4][CH2:5]1. The yield is 0.630. (8) The reactants are Cl[C:2]1[N:11]=[C:10]2[C:5]([C:6](=[O:25])[CH:7]=[C:8]([NH:18][C:19]3[CH:24]=[CH:23][CH:22]=[CH:21][CH:20]=3)[N:9]2[C:12]2[CH:17]=[CH:16][CH:15]=[CH:14][CH:13]=2)=[C:4]([CH3:26])[CH:3]=1.[NH:27]1[CH2:32][CH2:31][O:30][CH2:29][CH2:28]1. The catalyst is O1CCOCC1. The product is [CH3:26][C:4]1[CH:3]=[C:2]([N:27]2[CH2:32][CH2:31][O:30][CH2:29][CH2:28]2)[N:11]=[C:10]2[C:5]=1[C:6](=[O:25])[CH:7]=[C:8]([NH:18][C:19]1[CH:24]=[CH:23][CH:22]=[CH:21][CH:20]=1)[N:9]2[C:12]1[CH:17]=[CH:16][CH:15]=[CH:14][CH:13]=1. The yield is 0.920.